From a dataset of Reaction yield outcomes from USPTO patents with 853,638 reactions. Predict the reaction yield, written as a fraction of the theoretical maximum amount of product (1.0 means a 100% yield; for example, 0.34 means a 34% yield). (1) The reactants are [Cl:1][C:2]1[CH:3]=[N:4][C:5]2[CH:6]([O:11]C(=O)C)[CH2:7][CH2:8][C:9]=2[CH:10]=1.[OH-].[Na+].CCCCCCC.C(OCC)(=O)C. The catalyst is CO.O. The product is [Cl:1][C:2]1[CH:3]=[N:4][C:5]2[CH:6]([OH:11])[CH2:7][CH2:8][C:9]=2[CH:10]=1. The yield is 0.910. (2) The reactants are [CH3:1][O:2][CH2:3][CH2:4][CH2:5][CH2:6][CH2:7][CH2:8][CH2:9][CH2:10][S:11][C:12]1[CH:17]=[CH:16][NH:15][C:14](=[S:18])[C:13]=1[CH3:19].[Cl:20][CH2:21][C:22]1[NH:23][C:24]2[CH:30]=[CH:29][CH:28]=[CH:27][C:25]=2[N:26]=1.[OH-].[Na+].C(O)C. The catalyst is O. The product is [ClH:20].[CH3:1][O:2][CH2:3][CH2:4][CH2:5][CH2:6][CH2:7][CH2:8][CH2:9][CH2:10][S:11][C:12]1[CH:17]=[CH:16][N:15]=[C:14]([S:18][CH2:21][C:22]2[NH:26][C:25]3[CH:27]=[CH:28][CH:29]=[CH:30][C:24]=3[N:23]=2)[C:13]=1[CH3:19]. The yield is 0.0230. (3) The reactants are B(Br)(Br)Br.C[O:6][C:7]1[CH:18]=[CH:17][C:10]2[O:11][CH:12]([CH3:16])[C:13](=[O:15])[NH:14][C:9]=2[CH:8]=1. The catalyst is C(Cl)Cl. The product is [OH:6][C:7]1[CH:18]=[CH:17][C:10]2[O:11][CH:12]([CH3:16])[C:13](=[O:15])[NH:14][C:9]=2[CH:8]=1. The yield is 0.625. (4) The reactants are [F:1][C:2]([F:18])([F:17])[C:3]1[CH:8]=[CH:7][C:6]([NH:9][C@H:10]([CH2:15][CH3:16])[CH2:11][C:12]([NH2:14])=[O:13])=[CH:5][CH:4]=1.Cl[C:20]([O:22][CH3:23])=[O:21].CC(C)([O-])C.[Li+]. The catalyst is C(OC(C)C)(C)C. The product is [CH3:23][O:22][C:20](=[O:21])[NH:14][C:12](=[O:13])[CH2:11][C@H:10]([NH:9][C:6]1[CH:7]=[CH:8][C:3]([C:2]([F:17])([F:18])[F:1])=[CH:4][CH:5]=1)[CH2:15][CH3:16]. The yield is 0.940.